From a dataset of Catalyst prediction with 721,799 reactions and 888 catalyst types from USPTO. Predict which catalyst facilitates the given reaction. (1) Reactant: [NH2:1][C:2]1[S:6][N:5]=[C:4](/[C:7](=[N:11]/[O:12][C:13]([CH3:22])([CH3:21])[C:14]([O:16][C:17]([CH3:20])([CH3:19])[CH3:18])=[O:15])/[C:8]([OH:10])=[O:9])[N:3]=1.C[Si]([N-][Si](C)(C)C)(C)C.[Na+].[C:33](O[C:33]([O:35][C:36]([CH3:39])([CH3:38])[CH3:37])=[O:34])([O:35][C:36]([CH3:39])([CH3:38])[CH3:37])=[O:34].C(OCC)(=O)C. Product: [C:36]([O:35][C:33]([NH:1][C:2]1[S:6][N:5]=[C:4](/[C:7](=[N:11]/[O:12][C:13]([CH3:22])([CH3:21])[C:14]([O:16][C:17]([CH3:20])([CH3:19])[CH3:18])=[O:15])/[C:8]([OH:10])=[O:9])[N:3]=1)=[O:34])([CH3:39])([CH3:38])[CH3:37]. The catalyst class is: 213. (2) Reactant: C([N:8](CC1C=CC=CC=1)[C:9]1[CH:14]=[CH:13][C:12]([C@H:15]2[CH2:20][CH2:19][C@H:18]([O:21][CH2:22][CH2:23][C:24]([O:26][CH3:27])=[O:25])[CH2:17][CH2:16]2)=[CH:11][CH:10]=1)C1C=CC=CC=1. Product: [NH2:8][C:9]1[CH:10]=[CH:11][C:12]([C@H:15]2[CH2:16][CH2:17][C@H:18]([O:21][CH2:22][CH2:23][C:24]([O:26][CH3:27])=[O:25])[CH2:19][CH2:20]2)=[CH:13][CH:14]=1. The catalyst class is: 123. (3) Product: [F:27][C:26]([F:29])([F:28])[C:23]1[CH:24]=[CH:25][C:20]([C:6]2[O:7][CH:8]=[CH:9][CH:10]=2)=[CH:21][CH:22]=1. Reactant: C([Sn](CC(C)C)(CC(C)C)[C:6]1[O:7][CH:8]=[CH:9][CH:10]=1)C(C)C.Br[C:20]1[CH:25]=[CH:24][C:23]([C:26]([F:29])([F:28])[F:27])=[CH:22][CH:21]=1. The catalyst class is: 109. (4) Product: [CH2:9]([O:8][C:6]1[CH:7]=[C:2]([O:27][C:21]2[C:20]([F:19])=[CH:25][CH:24]=[CH:23][C:22]=2[F:26])[N:3]=[CH:4][N:5]=1)[C:10]#[C:11][CH3:12]. Reactant: Cl[C:2]1[CH:7]=[C:6]([O:8][CH2:9][C:10]#[C:11][CH3:12])[N:5]=[CH:4][N:3]=1.C(=O)([O-])[O-].[K+].[K+].[F:19][C:20]1[CH:25]=[CH:24][CH:23]=[C:22]([F:26])[C:21]=1[OH:27].[Cl-].[NH4+]. The catalyst class is: 9. (5) Reactant: [CH2:1]([N:8]1[CH:13]([CH2:14][O:15][Si](C(C)(C)C)(C)C)[CH2:12][O:11][C:10]([CH2:24][CH2:25][O:26][CH2:27][C:28]2[CH:33]=[CH:32][CH:31]=[CH:30][CH:29]=2)([CH3:23])[C:9]1=[O:34])[C:2]1[CH:7]=[CH:6][CH:5]=[CH:4][CH:3]=1.[F-].C([N+](CCCC)(CCCC)CCCC)CCC. Product: [CH2:1]([N:8]1[CH:13]([CH2:14][OH:15])[CH2:12][O:11][C:10]([CH2:24][CH2:25][O:26][CH2:27][C:28]2[CH:29]=[CH:30][CH:31]=[CH:32][CH:33]=2)([CH3:23])[C:9]1=[O:34])[C:2]1[CH:3]=[CH:4][CH:5]=[CH:6][CH:7]=1. The catalyst class is: 7. (6) Reactant: [CH3:1][C:2]1[CH:3]=[N:4][NH:5][CH:6]=1.[H-].[Na+].Br[CH2:10][C:11]1[CH:20]=[CH:19][C:14]([C:15]([O:17][CH3:18])=[O:16])=[CH:13][CH:12]=1. Product: [CH3:1][C:2]1[CH:3]=[N:4][N:5]([CH2:10][C:11]2[CH:20]=[CH:19][C:14]([C:15]([O:17][CH3:18])=[O:16])=[CH:13][CH:12]=2)[CH:6]=1. The catalyst class is: 35. (7) Reactant: Cl[C:2]1[N:6]=[C:5]([CH:7]2[CH2:12][CH:11]([C:13]3[CH:18]=[CH:17][C:16]([CH2:19][CH3:20])=[CH:15][CH:14]=3)[CH2:10][N:9]([C:21]([N:23]3[CH2:28][CH2:27][CH:26]([OH:29])[CH2:25][CH2:24]3)=[O:22])[CH2:8]2)[O:4][N:3]=1.[NH:30]1[CH2:34][CH2:33][C@@H:32]([OH:35])[CH2:31]1. Product: [CH2:19]([C:16]1[CH:17]=[CH:18][C:13]([CH:11]2[CH2:12][CH:7]([C:5]3[O:4][N:3]=[C:2]([N:30]4[CH2:34][CH2:33][C@@H:32]([OH:35])[CH2:31]4)[N:6]=3)[CH2:8][N:9]([C:21]([N:23]3[CH2:28][CH2:27][CH:26]([OH:29])[CH2:25][CH2:24]3)=[O:22])[CH2:10]2)=[CH:14][CH:15]=1)[CH3:20]. The catalyst class is: 8.